From a dataset of Retrosynthesis with 50K atom-mapped reactions and 10 reaction types from USPTO. Predict the reactants needed to synthesize the given product. (1) Given the product CSc1nc(Cl)c2cnn(CCO)c2n1, predict the reactants needed to synthesize it. The reactants are: CSc1nc(Cl)c(C=O)c(Cl)n1.NNCCO. (2) Given the product COC(=O)C(CC1OCCO1)C(=O)O, predict the reactants needed to synthesize it. The reactants are: COC(=O)C(CC1OCCO1)C(=O)OC. (3) Given the product CC(=O)N1CCN(Cc2ccnc(Cl)c2F)CC1, predict the reactants needed to synthesize it. The reactants are: CC(=O)N1CCNCC1.O=Cc1ccnc(Cl)c1F. (4) Given the product Cc1nc(-c2ccc(C(F)(F)F)cc2)cc(C(F)(F)F)c1COc1ccc2ccn(CC(=O)O)c2c1, predict the reactants needed to synthesize it. The reactants are: CCOC(=O)Cn1ccc2ccc(OCc3c(C(F)(F)F)cc(-c4ccc(C(F)(F)F)cc4)nc3C)cc21. (5) Given the product C[C@@H](CO)Nc1cnccc1[N+](=O)[O-], predict the reactants needed to synthesize it. The reactants are: C[C@H](N)CO.O=[N+]([O-])c1ccncc1F. (6) Given the product CC(C)C(NC(=O)Cn1cccc(NC(=O)CCc2ccccc2)c1=O)C(=O)C(F)(F)F, predict the reactants needed to synthesize it. The reactants are: CC(C)C(NC(=O)Cn1cccc(N)c1=O)C(=O)C(F)(F)F.O=C(Cl)CCc1ccccc1. (7) The reactants are: C#CCN(C)Cc1cccs1.[N-]=[N+]=NC12CC3CC(CC(C3)C1)C2. Given the product CN(Cc1cn(C23CC4CC(CC(C4)C2)C3)nn1)Cc1cccs1, predict the reactants needed to synthesize it. (8) Given the product CC(C)(C)Cc1cc(C(=O)NC(C)(C)C)no1, predict the reactants needed to synthesize it. The reactants are: CC(C)(C)Cc1cc(C(=O)O)no1.CC(C)(C)N.